From a dataset of Forward reaction prediction with 1.9M reactions from USPTO patents (1976-2016). Predict the product of the given reaction. (1) Given the reactants Cl[C:2]1[CH:3]=[CH:4][C:5]2[N:6]([C:8]([C:11]3[O:19][C:18]4[CH:17]=[CH:16][N:15]=[C:14]([O:20][CH3:21])[C:13]=4[CH:12]=3)=[CH:9][N:10]=2)[N:7]=1.[CH3:22][NH:23][CH2:24][CH:25]([OH:27])[CH3:26], predict the reaction product. The product is: [CH3:21][O:20][C:14]1[C:13]2[CH:12]=[C:11]([C:8]3[N:6]4[N:7]=[C:2]([N:23]([CH3:22])[CH2:24][CH:25]([OH:27])[CH3:26])[CH:3]=[CH:4][C:5]4=[N:10][CH:9]=3)[O:19][C:18]=2[CH:17]=[CH:16][N:15]=1. (2) Given the reactants [CH2:1]([N:8]1[C:12]2[CH:13]=[CH:14][C:15]([NH2:17])=[CH:16][C:11]=2[N:10]=[CH:9]1)[C:2]1[CH:7]=[CH:6][CH:5]=[CH:4][CH:3]=1.[Br:18]Br.N.CO.C(Cl)(Cl)Cl, predict the reaction product. The product is: [CH2:1]([N:8]1[C:12]2[CH:13]=[CH:14][C:15]([NH2:17])=[C:16]([Br:18])[C:11]=2[N:10]=[CH:9]1)[C:2]1[CH:3]=[CH:4][CH:5]=[CH:6][CH:7]=1.